From a dataset of Forward reaction prediction with 1.9M reactions from USPTO patents (1976-2016). Predict the product of the given reaction. Given the reactants [OH:1][C:2]1([C:15](O)=[O:16])[C:14]2[CH:13]=[CH:12][CH:11]=[CH:10][C:9]=2[C:8]2[C:3]1=[CH:4][CH:5]=[CH:6][CH:7]=2.Cl.[CH2:19]([O:26][C:27](=[O:33])[C@@H:28]1[CH2:32][CH2:31][CH2:30][NH:29]1)[C:20]1[CH:25]=[CH:24][CH:23]=[CH:22][CH:21]=1.C(N(CC)C(C)C)(C)C, predict the reaction product. The product is: [CH2:19]([O:26][C:27](=[O:33])[C@@H:28]1[CH2:32][CH2:31][CH2:30][N:29]1[C:15]([C:2]1([OH:1])[C:14]2[CH:13]=[CH:12][CH:11]=[CH:10][C:9]=2[C:8]2[C:3]1=[CH:4][CH:5]=[CH:6][CH:7]=2)=[O:16])[C:20]1[CH:21]=[CH:22][CH:23]=[CH:24][CH:25]=1.